This data is from Reaction yield outcomes from USPTO patents with 853,638 reactions. The task is: Predict the reaction yield, written as a fraction of the theoretical maximum amount of product (1.0 means a 100% yield; for example, 0.34 means a 34% yield). (1) The reactants are [CH3:1]C(C)([O-])C.[K+].[CH2:7]([O:9][CH:10]([O:12][C:13]1[CH:14]=[C:15]2[C:20](=[CH:21][CH:22]=1)[CH:19]=[C:18]([CH:23]=O)[CH:17]=[CH:16]2)[CH3:11])[CH3:8].O. The catalyst is [Br-].C[P+](C1C=CC=CC=1)(C1C=CC=CC=1)C1C=CC=CC=1.C1COCC1. The product is [CH2:7]([O:9][CH:10]([O:12][C:13]1[CH:14]=[C:15]2[C:20](=[CH:21][CH:22]=1)[CH:19]=[C:18]([CH:23]=[CH2:1])[CH:17]=[CH:16]2)[CH3:11])[CH3:8]. The yield is 0.960. (2) The reactants are C([O-])([O-])=O.[Cs+].[Cs+].Cl[C:8]1[CH:9]=[CH:10][C:11]([N+:15]([O-:17])=[O:16])=[C:12](F)[CH:13]=1.[OH:18][C:19]1[CH:28]=[CH:27][CH:26]=[CH:25][C:20]=1[C:21]([O:23][CH3:24])=[O:22].C(Cl)[Cl:30]. The catalyst is CN(C=O)C. The product is [CH3:24][O:23][C:21](=[O:22])[C:20]1[CH:25]=[CH:26][CH:27]=[CH:28][C:19]=1[O:18][C:10]1[CH:9]=[CH:8][CH:13]=[C:12]([Cl:30])[C:11]=1[N+:15]([O-:17])=[O:16]. The yield is 0.820.